From a dataset of Reaction yield outcomes from USPTO patents with 853,638 reactions. Predict the reaction yield, written as a fraction of the theoretical maximum amount of product (1.0 means a 100% yield; for example, 0.34 means a 34% yield). (1) The reactants are COC[O:4][C:5]1[CH:6]=[CH:7][C:8]2[C@@H:9]3[C@@H:17]([CH2:18][CH:19](O)[C:20]=2[CH:21]=1)[C@H:16]1[C@@:12]([CH3:27])([C@@H:13]([O:23]COC)[CH2:14][CH2:15]1)[CH2:11][CH2:10]3.C[C:29]([CH3:32])([O-])[CH3:30].[K+].[CH:34](NC(C)C)([CH3:36])[CH3:35].C([Li])CCC.B(OC)(OC)[O:47][CH3:48].OO. The catalyst is C1COCC1. The product is [CH3:48][O:47][CH2:35][CH2:34][CH2:36][CH2:30][CH2:29][CH2:32][C@@H:19]1[CH2:18][C@@H:17]2[C@H:9]([CH2:10][CH2:11][C@@:12]3([CH3:27])[C@H:16]2[CH2:15][CH2:14][CH:13]3[OH:23])[C:8]2[CH:7]=[CH:6][C:5]([OH:4])=[CH:21][C:20]1=2. The yield is 0.590. (2) The reactants are Br[C:2]1[CH:3]=[C:4]([CH3:12])[CH:5]=[C:6]2[C:11]=1[N:10]=[CH:9][N:8]=[CH:7]2.[CH2:13](N(CC)CC)[CH3:14].C([B-](F)(F)F)=C.[K+]. The catalyst is CC(O)C. The product is [CH3:12][C:4]1[CH:5]=[C:6]2[C:11](=[C:2]([CH:13]=[CH2:14])[CH:3]=1)[N:10]=[CH:9][N:8]=[CH:7]2. The yield is 0.720. (3) The reactants are Cl.[NH2:2][OH:3].C([O-])(=O)C.[Na+].[CH2:9]1[C:13]2[C:14]3[CH2:20][CH2:19][CH2:18][CH2:17][C:15]=3[S:16][C:12]=2[C:11](=O)[CH2:10]1. The catalyst is CO. The product is [CH2:9]1[C:13]2[C:14]3[CH2:20][CH2:19][CH2:18][CH2:17][C:15]=3[S:16][C:12]=2[C:11](=[N:2][OH:3])[CH2:10]1. The yield is 0.840. (4) The reactants are C(N([CH2:6][CH3:7])CC)C.[NH2:8][C:9]1[C:10]([F:20])=[C:11]([C:16]([F:19])=[CH:17][CH:18]=1)[C:12]([O:14][CH3:15])=[O:13].[S:21](Cl)(Cl)(=[O:23])=[O:22].[CH3:26][NH:27]CC. The catalyst is C(Cl)Cl.CCOC(C)=O. The product is [CH2:6]([N:8]([C:9]1[C:10]([F:20])=[C:11]([C:16]([F:19])=[CH:17][CH:18]=1)[C:12]([O:14][CH3:15])=[O:13])[S:21](=[O:23])(=[O:22])[NH:27][CH3:26])[CH3:7]. The yield is 0.490. (5) The reactants are [OH:1][C:2]1[CH:9]=[C:8]([Br:10])[CH:7]=[CH:6][C:3]=1[CH:4]=O.[NH2:11][C:12]1[CH:17]=[CH:16][CH:15]=[CH:14][CH:13]=1. The catalyst is C(O)(C)C. The product is [Br:10][C:8]1[CH:7]=[CH:6][C:3](/[CH:4]=[N:11]/[C:12]2[CH:17]=[CH:16][CH:15]=[CH:14][CH:13]=2)=[C:2]([OH:1])[CH:9]=1. The yield is 0.440. (6) The yield is 0.410. The product is [Cl:1][C:2]1[CH:7]=[CH:6][CH:5]=[C:4]([CH2:17][CH:12]=[CH2:13])[C:3]=1[OH:8]. The reactants are [Cl:1][C:2]1[CH:7]=[CH:6][CH:5]=[CH:4][C:3]=1[O:8]CC=C.[C:12]1(C)[CH:17]=C(C)C=C(C)[CH:13]=1. No catalyst specified.